This data is from Reaction yield outcomes from USPTO patents with 853,638 reactions. The task is: Predict the reaction yield, written as a fraction of the theoretical maximum amount of product (1.0 means a 100% yield; for example, 0.34 means a 34% yield). (1) The reactants are [SH:1][C:2]1[CH:10]=[CH:9][C:8]([C:11]2[CH:16]=[CH:15][C:14]([C:17]([CH3:20])([CH3:19])[CH3:18])=[CH:13][CH:12]=2)=[CH:7][C:3]=1[C:4](O)=O.[NH2:21][C:22]1[CH:27]=[CH:26][CH:25]=[CH:24][C:23]=1[SH:28]. No catalyst specified. The product is [S:28]1[C:23]2[CH:24]=[CH:25][CH:26]=[CH:27][C:22]=2[N:21]=[C:4]1[C:3]1[CH:7]=[C:8]([C:11]2[CH:16]=[CH:15][C:14]([C:17]([CH3:20])([CH3:19])[CH3:18])=[CH:13][CH:12]=2)[CH:9]=[CH:10][C:2]=1[SH:1]. The yield is 0.760. (2) The reactants are [Cl:1][C:2]1[CH:3]=[C:4]([N:11]([C:16]2[C:35]([CH:36]3[CH2:38][CH2:37]3)=[CH:34][C:19]3[C:20]([C:30]([NH:32][CH3:33])=[O:31])=[C:21]([C:23]4[CH:28]=[CH:27][C:26]([Cl:29])=[CH:25][CH:24]=4)[O:22][C:18]=3[CH:17]=2)[S:12]([CH3:15])(=[O:14])=[O:13])[CH:5]=[CH:6][C:7]=1[N+:8]([O-])=O. The product is [NH2:8][C:7]1[CH:6]=[CH:5][C:4]([N:11]([C:16]2[C:35]([CH:36]3[CH2:38][CH2:37]3)=[CH:34][C:19]3[C:20]([C:30]([NH:32][CH3:33])=[O:31])=[C:21]([C:23]4[CH:24]=[CH:25][C:26]([Cl:29])=[CH:27][CH:28]=4)[O:22][C:18]=3[CH:17]=2)[S:12]([CH3:15])(=[O:14])=[O:13])=[CH:3][C:2]=1[Cl:1]. The yield is 0.950. The catalyst is [Pt].CO.C1COCC1.